Task: Predict the reactants needed to synthesize the given product.. Dataset: Full USPTO retrosynthesis dataset with 1.9M reactions from patents (1976-2016) (1) The reactants are: [H-].[Na+].[OH:3][C:4]1[CH:5]=[C:6]2[C:11](=[CH:12][CH:13]=1)[C:10](=[O:14])[N:9]([CH2:15][CH2:16][N:17]1[CH2:21][CH2:20][CH2:19][CH2:18]1)[CH2:8][CH2:7]2.[Cl:22][C:23]1[CH:32]=[CH:31][C:26]([C:27]([NH:29][CH3:30])=[O:28])=[CH:25][N:24]=1. Given the product [ClH:22].[CH3:30][NH:29][C:27](=[O:28])[C:26]1[CH:31]=[CH:32][C:23]([O:3][C:4]2[CH:5]=[C:6]3[C:11](=[CH:12][CH:13]=2)[C:10](=[O:14])[N:9]([CH2:15][CH2:16][N:17]2[CH2:21][CH2:20][CH2:19][CH2:18]2)[CH2:8][CH2:7]3)=[N:24][CH:25]=1, predict the reactants needed to synthesize it. (2) Given the product [C:49]([C:48]1[CH:47]=[C:46]([CH:41]2[CH2:40][CH:39]([NH:38][C:7](=[O:9])[C:2]3[CH:3]=[CH:4][CH:5]=[CH:6][N:1]=3)[CH:44]([OH:45])[CH2:43][CH2:42]2)[CH:53]=[C:52]([F:54])[CH:51]=1)#[N:50], predict the reactants needed to synthesize it. The reactants are: [N:1]1[CH:6]=[CH:5][CH:4]=[CH:3][C:2]=1[C:7]([OH:9])=O.C1C=CC2N(O)N=NC=2C=1.CCN=C=NCCCN(C)C.C(N(CC)CC)C.[NH2:38][CH:39]1[CH:44]([OH:45])[CH2:43][CH2:42][CH:41]([C:46]2[CH:47]=[C:48]([CH:51]=[C:52]([F:54])[CH:53]=2)[C:49]#[N:50])[CH2:40]1.